This data is from Reaction yield outcomes from USPTO patents with 853,638 reactions. The task is: Predict the reaction yield, written as a fraction of the theoretical maximum amount of product (1.0 means a 100% yield; for example, 0.34 means a 34% yield). (1) The reactants are [Cl:1][C:2]1[CH:7]=[CH:6][C:5]([C:8]2([C:12]([N:14]3[CH2:20][CH2:19][CH2:18][CH2:17][CH:16]([CH2:21][OH:22])[CH2:15]3)=O)[CH2:11][CH2:10][CH2:9]2)=[CH:4][CH:3]=1.[H-].COCCO[Al+]OCCOC.[Na+].[H-]. The catalyst is C1(C)C=CC=CC=1. The product is [Cl:1][C:2]1[CH:7]=[CH:6][C:5]([C:8]2([CH2:12][N:14]3[CH2:20][CH2:19][CH2:18][CH2:17][CH:16]([CH2:21][OH:22])[CH2:15]3)[CH2:11][CH2:10][CH2:9]2)=[CH:4][CH:3]=1. The yield is 0.390. (2) The reactants are [Cl:1][C:2]1[N:6]([CH3:7])[N:5]=[C:4]([CH:8]([F:10])[F:9])[C:3]=1[CH2:11]O.P(Br)(Br)[Br:14]. The catalyst is C(OCC)C. The product is [Br:14][CH2:11][C:3]1[C:4]([CH:8]([F:10])[F:9])=[N:5][N:6]([CH3:7])[C:2]=1[Cl:1]. The yield is 1.00. (3) The catalyst is C(O)C. The reactants are [N:1]1([C:7]2[N:12]3[N:13]=[C:14]([C:16]4[CH:17]=[N:18][CH:19]=[N:20][CH:21]=4)[CH:15]=[C:11]3[N:10]=[C:9]([NH:22][NH2:23])[CH:8]=2)[CH2:6][CH2:5][O:4][CH2:3][CH2:2]1.C(O)(=O)C.[C:28]1([CH3:36])[CH:33]=[CH:32][CH:31]=[C:30]([CH:34]=O)[CH:29]=1. The yield is 0.167. The product is [CH3:36][C:28]1[CH:29]=[C:30]([CH:31]=[CH:32][CH:33]=1)[CH:34]=[N:23][NH:22][C:9]1[CH:8]=[C:7]([N:1]2[CH2:2][CH2:3][O:4][CH2:5][CH2:6]2)[N:12]2[N:13]=[C:14]([C:16]3[CH:17]=[N:18][CH:19]=[N:20][CH:21]=3)[CH:15]=[C:11]2[N:10]=1. (4) The reactants are [Cl:1][C:2]1[CH:3]=[C:4]([CH2:9][OH:10])[CH:5]=[N:6][C:7]=1[Cl:8].[F:11][C:12]1[CH:24]=[C:23](F)[C:22]([F:26])=[CH:21][C:13]=1[C:14]([O:16][C:17]([CH3:20])([CH3:19])[CH3:18])=[O:15].C(=O)([O-])[O-].[K+].[K+].O. The catalyst is CS(C)=O. The product is [Cl:1][C:2]1[CH:3]=[C:4]([CH2:9][O:10][C:23]2[C:22]([F:26])=[CH:21][C:13]([C:14]([O:16][C:17]([CH3:18])([CH3:19])[CH3:20])=[O:15])=[C:12]([F:11])[CH:24]=2)[CH:5]=[N:6][C:7]=1[Cl:8]. The yield is 0.960. (5) The catalyst is C(O)(=O)C.O. The reactants are C([O-])(=O)C.[NH4+:5].[CH3:6][C:7](=O)[C:8](=O)[CH3:9].[Br:12][C:13]1[CH:20]=[CH:19][C:16]([CH:17]=O)=[CH:15][CH:14]=1.[OH-].[NH4+:22]. The yield is 0.130. The product is [Br:12][C:13]1[CH:20]=[CH:19][C:16]([C:17]2[NH:5][C:8]([CH3:9])=[C:7]([CH3:6])[N:22]=2)=[CH:15][CH:14]=1. (6) The reactants are [OH-].[Li+].[F:3][C:4]1[CH:9]=[C:8]([F:10])[CH:7]=[CH:6][C:5]=1[C@@H:11]1[CH2:15][N:14]([C:16]([O:18][C:19]([CH3:22])([CH3:21])[CH3:20])=[O:17])[CH2:13][C@H:12]1[C:23]([O:25]C)=[O:24]. The catalyst is O1CCCC1. The product is [C:19]([O:18][C:16]([N:14]1[CH2:15][C@@H:11]([C:5]2[CH:6]=[CH:7][C:8]([F:10])=[CH:9][C:4]=2[F:3])[C@H:12]([C:23]([OH:25])=[O:24])[CH2:13]1)=[O:17])([CH3:22])([CH3:20])[CH3:21]. The yield is 0.870. (7) The reactants are Br[C:2]1[CH:7]=[CH:6][C:5]([N:8]2[C:17]3[C:12](=[CH:13][CH:14]=[CH:15][CH:16]=3)[CH2:11][CH2:10][CH2:9]2)=[C:4]([N+:18]([O-:20])=[O:19])[CH:3]=1.CC1(C)COB([C:28]2[CH:35]=[CH:34][CH:33]=[CH:32][C:29]=2[C:30]#[N:31])OC1.P([O-])([O-])([O-])=O.[K+].[K+].[K+]. The catalyst is O1CCOCC1.C1C=CC(P(C2C=CC=CC=2)[C-]2C=CC=C2)=CC=1.C1C=CC(P(C2C=CC=CC=2)[C-]2C=CC=C2)=CC=1.Cl[Pd]Cl.[Fe+2].C(Cl)Cl. The product is [N:8]1([C:5]2[CH:6]=[CH:7][C:2]([C:28]3[C:29]([C:30]#[N:31])=[CH:32][CH:33]=[CH:34][CH:35]=3)=[CH:3][C:4]=2[N+:18]([O-:20])=[O:19])[C:17]2[C:12](=[CH:13][CH:14]=[CH:15][CH:16]=2)[CH2:11][CH2:10][CH2:9]1. The yield is 0.830. (8) The reactants are [C:1]([C:5]1[S:6][C:7]([C:25]2[CH:30]=[CH:29][N:28]=[C:27]([S:31][CH3:32])[N:26]=2)=[C:8]([C:10]2[C:11]([Cl:24])=[C:12]([NH:17]C(=O)C(C)(C)C)[CH:13]=[C:14]([F:16])[CH:15]=2)[N:9]=1)([CH3:4])([CH3:3])[CH3:2].Cl. The catalyst is CCO.CCOC(C)=O. The product is [C:1]([C:5]1[S:6][C:7]([C:25]2[CH:30]=[CH:29][N:28]=[C:27]([S:31][CH3:32])[N:26]=2)=[C:8]([C:10]2[C:11]([Cl:24])=[C:12]([CH:13]=[C:14]([F:16])[CH:15]=2)[NH2:17])[N:9]=1)([CH3:4])([CH3:2])[CH3:3]. The yield is 0.710.